Dataset: Catalyst prediction with 721,799 reactions and 888 catalyst types from USPTO. Task: Predict which catalyst facilitates the given reaction. (1) Product: [CH3:36][O:35][C:33]([C:32]1[CH:31]=[CH:30][C:29]([C:16]2[C:17]([CH3:27])([CH3:28])[C@H:18]3[C@:13]([CH3:39])([CH2:14][CH:15]=2)[C@@H:12]2[C@:21]([CH3:26])([C@@:22]4([CH3:25])[C@H:9]([CH2:10][CH2:11]2)[C@H:8]2[C@H:40]([C:43]([CH3:45])=[CH2:44])[CH2:41][CH2:42][C@:7]2([C:5]([NH:4][CH2:3][CH2:2][N:1]([CH2:31][CH2:32][C:33]([O:35][CH3:36])=[O:34])[CH2:48][CH2:47][C:46]([O:50][CH3:51])=[O:49])=[O:6])[CH2:24][CH2:23]4)[CH2:20][CH2:19]3)=[CH:38][CH:37]=1)=[O:34]. The catalyst class is: 5. Reactant: [NH2:1][CH2:2][CH2:3][NH:4][C:5]([C@:7]12[CH2:42][CH2:41][C@@H:40]([C:43]([CH3:45])=[CH2:44])[C@@H:8]1[C@@H:9]1[C@@:22]([CH3:25])([CH2:23][CH2:24]2)[C@@:21]2([CH3:26])[C@@H:12]([C@:13]3([CH3:39])[C@@H:18]([CH2:19][CH2:20]2)[C:17]([CH3:28])([CH3:27])[C:16]([C:29]2[CH:38]=[CH:37][C:32]([C:33]([O:35][CH3:36])=[O:34])=[CH:31][CH:30]=2)=[CH:15][CH2:14]3)[CH2:11][CH2:10]1)=[O:6].[C:46]([O:50][CH3:51])(=[O:49])[CH:47]=[CH2:48]. (2) Reactant: [Cl:1][C:2]1[CH:10]=[CH:9][CH:8]=[C:7]([CH3:11])[C:3]=1[C:4]([OH:6])=[O:5].[N+:12]([O-])([O-:14])=[O:13].[K+]. Product: [Cl:1][C:2]1[C:3]([C:4]([OH:6])=[O:5])=[C:7]([CH3:11])[C:8]([N+:12]([O-:14])=[O:13])=[CH:9][CH:10]=1. The catalyst class is: 33. (3) Reactant: [Cl:1][C:2]1[C:3]2[C:10](I)=[CH:9][N:8]([CH:12]3[CH2:17][CH2:16][N:15]([C:18]([O:20][C:21]([CH3:24])([CH3:23])[CH3:22])=[O:19])[CH2:14][CH2:13]3)[C:4]=2[N:5]=[CH:6][N:7]=1.CC1(C)C(C)(C)OB([C:33]2[CH:38]=[CH:37][C:36]([O:39][C:40]3[CH:45]=[CH:44][CH:43]=[CH:42][CH:41]=3)=[CH:35][CH:34]=2)O1.C(=O)([O-])[O-].[Na+].[Na+].O. Product: [Cl:1][C:2]1[C:3]2[C:10]([C:43]3[CH:44]=[CH:45][C:40]([O:39][C:36]4[CH:37]=[CH:38][CH:33]=[CH:34][CH:35]=4)=[CH:41][CH:42]=3)=[CH:9][N:8]([CH:12]3[CH2:17][CH2:16][N:15]([C:18]([O:20][C:21]([CH3:24])([CH3:23])[CH3:22])=[O:19])[CH2:14][CH2:13]3)[C:4]=2[N:5]=[CH:6][N:7]=1. The catalyst class is: 104. (4) Product: [CH:12]1([C:15]2[N:16]=[CH:17][C:18]([CH:21]3[CH2:26][CH:25]([S:9][C:5]4[CH:6]=[CH:7][CH:8]=[C:3]([C:2]([F:1])([F:10])[F:11])[CH:4]=4)[CH2:24][CH2:23][O:22]3)=[CH:19][N:20]=2)[CH2:14][CH2:13]1. Reactant: [F:1][C:2]([F:11])([F:10])[C:3]1[CH:4]=[C:5]([SH:9])[CH:6]=[CH:7][CH:8]=1.[CH:12]1([C:15]2[N:20]=[CH:19][C:18]([CH:21]3[CH2:26][CH:25](CS([O-])(=O)=O)[CH2:24][CH2:23][O:22]3)=[CH:17][N:16]=2)[CH2:14][CH2:13]1.C([O-])([O-])=O.[K+].[K+]. The catalyst class is: 18. (5) Reactant: [OH-].[Li+].C([O:5][C:6](=[O:37])[C:7]([CH3:36])([O:9][C:10]1[CH:11]=[C:12]2[C:16](=[CH:17][CH:18]=1)[N:15]([CH2:19][C:20]1[S:24][C:23]([C:25]3[CH:30]=[CH:29][C:28]([C:31]([F:34])([F:33])[F:32])=[CH:27][CH:26]=3)=[N:22][C:21]=1[CH3:35])[CH:14]=[CH:13]2)[CH3:8])C. Product: [CH3:36][C:7]([O:9][C:10]1[CH:11]=[C:12]2[C:16](=[CH:17][CH:18]=1)[N:15]([CH2:19][C:20]1[S:24][C:23]([C:25]3[CH:30]=[CH:29][C:28]([C:31]([F:34])([F:33])[F:32])=[CH:27][CH:26]=3)=[N:22][C:21]=1[CH3:35])[CH:14]=[CH:13]2)([CH3:8])[C:6]([OH:37])=[O:5]. The catalyst class is: 36.